From a dataset of Blood-brain barrier permeability classification from the B3DB database. Regression/Classification. Given a drug SMILES string, predict its absorption, distribution, metabolism, or excretion properties. Task type varies by dataset: regression for continuous measurements (e.g., permeability, clearance, half-life) or binary classification for categorical outcomes (e.g., BBB penetration, CYP inhibition). Dataset: b3db_classification. The compound is C[C@@H]1[C@@H]2Cc3ccc(O)cc3[C@]1(C)CCN2C. The result is 1 (penetrates BBB).